The task is: Regression. Given a peptide amino acid sequence and an MHC pseudo amino acid sequence, predict their binding affinity value. This is MHC class I binding data.. This data is from Peptide-MHC class I binding affinity with 185,985 pairs from IEDB/IMGT. The peptide sequence is CTLPPLRYR. The MHC is HLA-A31:01 with pseudo-sequence HLA-A31:01. The binding affinity (normalized) is 0.901.